This data is from Full USPTO retrosynthesis dataset with 1.9M reactions from patents (1976-2016). The task is: Predict the reactants needed to synthesize the given product. (1) Given the product [C:1]1([CH3:23])[CH:2]=[CH:3][C:4]([S:7]([N:10]([CH3:22])[C@H:11]([C:19]([NH:29][CH:28]([C:27]([OH:37])=[O:26])[CH2:30][C:31]2[CH:36]=[CH:35][CH:34]=[CH:33][CH:32]=2)=[O:21])[CH2:12][C:13]2[CH:18]=[CH:17][CH:16]=[CH:15][CH:14]=2)(=[O:9])=[O:8])=[CH:5][CH:6]=1, predict the reactants needed to synthesize it. The reactants are: [C:1]1([CH3:23])[CH:6]=[CH:5][C:4]([S:7]([N:10]([CH3:22])[C@H:11]([C:19]([OH:21])=O)[CH2:12][C:13]2[CH:18]=[CH:17][CH:16]=[CH:15][CH:14]=2)(=[O:9])=[O:8])=[CH:3][CH:2]=1.C([O:26][C:27](=[O:37])[C@H:28]([CH2:30][C:31]1[CH:36]=[CH:35][CH:34]=[CH:33][CH:32]=1)[NH2:29])C.[OH-].[Na+]. (2) Given the product [Br:1][C:2]1[CH:3]=[C:4]([N+:13]([O-:15])=[O:14])[CH:5]=[C:6]2[C:11]=1[NH:10][C:9](=[O:12])[CH:8]=[CH:7]2, predict the reactants needed to synthesize it. The reactants are: [Br:1][C:2]1[CH:3]=[CH:4][CH:5]=[C:6]2[C:11]=1[NH:10][C:9](=[O:12])[CH:8]=[CH:7]2.[N+:13]([O-])([OH:15])=[O:14].